Dataset: Catalyst prediction with 721,799 reactions and 888 catalyst types from USPTO. Task: Predict which catalyst facilitates the given reaction. (1) Reactant: [I:1][C:2]1[CH:8]=[CH:7][C:5]([NH2:6])=[CH:4][CH:3]=1.C(N(CC)CC)C.[C:16]1([S:22](Cl)(=[O:24])=[O:23])[CH:21]=[CH:20][CH:19]=[CH:18][CH:17]=1. Product: [CH:19]1[CH:20]=[CH:21][C:16]([S:22]([NH2:6])(=[O:24])=[O:23])=[CH:17][CH:18]=1.[I:1][C:2]1[CH:8]=[CH:7][CH:5]=[CH:4][CH:3]=1. The catalyst class is: 2. (2) Product: [CH:18]1([NH:17][C:10]2[C:9]([F:21])=[C:8]([N:1]3[CH2:6][CH2:5][S:4][CH2:3][CH2:2]3)[N:13]=[C:12]([CH:14]3[CH2:16][CH2:15]3)[N:11]=2)[CH2:20][CH2:19]1. The catalyst class is: 4. Reactant: [NH:1]1[CH2:6][CH2:5][S:4][CH2:3][CH2:2]1.Cl[C:8]1[N:13]=[C:12]([CH:14]2[CH2:16][CH2:15]2)[N:11]=[C:10]([NH:17][CH:18]2[CH2:20][CH2:19]2)[C:9]=1[F:21].